Dataset: NCI-60 drug combinations with 297,098 pairs across 59 cell lines. Task: Regression. Given two drug SMILES strings and cell line genomic features, predict the synergy score measuring deviation from expected non-interaction effect. (1) Drug 1: CC12CCC(CC1=CCC3C2CCC4(C3CC=C4C5=CN=CC=C5)C)O. Drug 2: CS(=O)(=O)OCCCCOS(=O)(=O)C. Cell line: HCT-15. Synergy scores: CSS=-1.92, Synergy_ZIP=-0.889, Synergy_Bliss=-3.68, Synergy_Loewe=-13.4, Synergy_HSA=-8.61. (2) Drug 1: C1=CC=C(C=C1)NC(=O)CCCCCCC(=O)NO. Drug 2: C1CN(P(=O)(OC1)NCCCl)CCCl. Cell line: K-562. Synergy scores: CSS=24.4, Synergy_ZIP=2.25, Synergy_Bliss=3.60, Synergy_Loewe=-36.6, Synergy_HSA=1.67. (3) Drug 1: CC1=C2C(C(=O)C3(C(CC4C(C3C(C(C2(C)C)(CC1OC(=O)C(C(C5=CC=CC=C5)NC(=O)OC(C)(C)C)O)O)OC(=O)C6=CC=CC=C6)(CO4)OC(=O)C)OC)C)OC. Drug 2: CN(C)C1=NC(=NC(=N1)N(C)C)N(C)C. Cell line: UACC62. Synergy scores: CSS=41.4, Synergy_ZIP=7.79, Synergy_Bliss=7.77, Synergy_Loewe=-27.9, Synergy_HSA=7.29. (4) Cell line: NCIH23. Drug 2: CC1=C(C=C(C=C1)NC(=O)C2=CC=C(C=C2)CN3CCN(CC3)C)NC4=NC=CC(=N4)C5=CN=CC=C5. Synergy scores: CSS=46.7, Synergy_ZIP=-1.11, Synergy_Bliss=0.630, Synergy_Loewe=-5.76, Synergy_HSA=1.76. Drug 1: C1=NC2=C(N1)C(=S)N=C(N2)N. (5) Drug 1: CC12CCC3C(C1CCC2=O)CC(=C)C4=CC(=O)C=CC34C. Drug 2: C(CC(=O)O)C(=O)CN.Cl. Cell line: OVCAR3. Synergy scores: CSS=30.3, Synergy_ZIP=-3.34, Synergy_Bliss=-4.72, Synergy_Loewe=-5.41, Synergy_HSA=-4.93. (6) Drug 1: CC1=C(C=C(C=C1)NC2=NC=CC(=N2)N(C)C3=CC4=NN(C(=C4C=C3)C)C)S(=O)(=O)N.Cl. Drug 2: CS(=O)(=O)OCCCCOS(=O)(=O)C. Cell line: RXF 393. Synergy scores: CSS=7.69, Synergy_ZIP=-4.17, Synergy_Bliss=-0.443, Synergy_Loewe=2.04, Synergy_HSA=2.35. (7) Drug 1: C1=CC(=CC=C1CCCC(=O)O)N(CCCl)CCCl. Drug 2: C1CC(=O)NC(=O)C1N2C(=O)C3=CC=CC=C3C2=O. Synergy scores: CSS=3.12, Synergy_ZIP=-6.96, Synergy_Bliss=2.13, Synergy_Loewe=-2.47, Synergy_HSA=0.758. Cell line: M14. (8) Drug 1: CN(C(=O)NC(C=O)C(C(C(CO)O)O)O)N=O. Drug 2: C1C(C(OC1N2C=NC3=C2NC=NCC3O)CO)O. Cell line: 786-0. Synergy scores: CSS=48.5, Synergy_ZIP=-1.78, Synergy_Bliss=-3.04, Synergy_Loewe=-3.61, Synergy_HSA=-2.66. (9) Drug 1: CC1C(C(CC(O1)OC2CC(CC3=C2C(=C4C(=C3O)C(=O)C5=C(C4=O)C(=CC=C5)OC)O)(C(=O)C)O)N)O.Cl. Drug 2: CC1=C(C(CCC1)(C)C)C=CC(=CC=CC(=CC(=O)O)C)C. Cell line: LOX IMVI. Synergy scores: CSS=8.41, Synergy_ZIP=-7.65, Synergy_Bliss=-3.38, Synergy_Loewe=-0.0843, Synergy_HSA=0.0764.